From a dataset of Full USPTO retrosynthesis dataset with 1.9M reactions from patents (1976-2016). Predict the reactants needed to synthesize the given product. (1) Given the product [C:10]1([N:9]([C:3]2[CH:4]=[CH:5][CH:6]=[CH:7][CH:8]=2)[C:16](=[S:17])[SH:18])[CH:11]=[CH:12][CH:13]=[CH:14][CH:15]=1.[C:19]([O:22][CH2:23][CH2:24][F:25])(=[O:21])[CH3:20], predict the reactants needed to synthesize it. The reactants are: [H-].[Na+].[C:3]1([NH:9][C:10]2[CH:15]=[CH:14][CH:13]=[CH:12][CH:11]=2)[CH:8]=[CH:7][CH:6]=[CH:5][CH:4]=1.[C:16](=[S:18])=[S:17].[C:19]([O:22][CH2:23][CH2:24][F:25])(=[O:21])[CH3:20]. (2) Given the product [CH3:29][S:26]([C:23]1[CH:24]=[CH:25][C:20]([S:19][C:8]2[N:9]3[C:14]([CH:13]=[CH:12][C:11]([C:15]([F:17])([F:18])[F:16])=[CH:10]3)=[C:6]([CH2:5][C:4]([OH:31])=[O:3])[C:7]=2[CH3:30])=[CH:21][CH:22]=1)(=[O:27])=[O:28].[Cl:46][C:43]1[C:42]([C:47]([F:49])([F:48])[F:50])=[CH:41][N:40]2[C:45]([CH:44]=1)=[C:37]([CH2:36][C:35]([OH:63])=[O:34])[C:38]([CH3:62])=[C:39]2[S:51][C:52]1[CH:53]=[CH:54][C:55]([S:58]([CH3:61])(=[O:59])=[O:60])=[CH:56][CH:57]=1, predict the reactants needed to synthesize it. The reactants are: C([O:3][C:4](=[O:31])[CH2:5][C:6]1[C:7]([CH3:30])=[C:8]([S:19][C:20]2[CH:25]=[CH:24][C:23]([S:26]([CH3:29])(=[O:28])=[O:27])=[CH:22][CH:21]=2)[N:9]2[C:14]=1[CH:13]=[CH:12][C:11]([C:15]([F:18])([F:17])[F:16])=[CH:10]2)C.C([O:34][C:35](=[O:63])[CH2:36][C:37]1[C:38]([CH3:62])=[C:39]([S:51][C:52]2[CH:57]=[CH:56][C:55]([S:58]([CH3:61])(=[O:60])=[O:59])=[CH:54][CH:53]=2)[N:40]2[C:45]=1[CH:44]=[C:43]([Cl:46])[C:42]([C:47]([F:50])([F:49])[F:48])=[CH:41]2)C.[OH-].[Na+]. (3) Given the product [F:41][CH:39]([F:40])[C:24]1[CH:25]=[C:26]([C:29]([OH:38])([C:30]([F:31])([F:32])[F:33])[C:34]([F:35])([F:36])[F:37])[CH:27]=[CH:28][C:23]=1[C:9]1[S:8][C:7]([C:5]([NH:4][CH2:3][C:2]([OH:1])([CH3:20])[CH3:21])=[O:6])=[N:11][C:10]=1[C:12]([N:14]1[CH2:18][CH2:17][CH2:16][C@H:15]1[CH3:19])=[O:13], predict the reactants needed to synthesize it. The reactants are: [OH:1][C:2]([CH3:21])([CH3:20])[CH2:3][NH:4][C:5]([C:7]1[S:8][CH:9]=[C:10]([C:12]([N:14]2[CH2:18][CH2:17][CH2:16][C@H:15]2[CH3:19])=[O:13])[N:11]=1)=[O:6].Br[C:23]1[CH:28]=[CH:27][C:26]([C:29]([OH:38])([C:34]([F:37])([F:36])[F:35])[C:30]([F:33])([F:32])[F:31])=[CH:25][C:24]=1[CH:39]([F:41])[F:40].C([O-])([O-])=O.[K+].[K+].C(O)(=O)C(C)(C)C. (4) Given the product [CH2:9]([O:11][C:12]([C:14]1[CH:19]=[CH:18][CH:17]=[C:16]([CH2:20][Br:1])[N:15]=1)=[O:13])[CH3:10], predict the reactants needed to synthesize it. The reactants are: [Br:1]N1C(=O)CCC1=O.[CH2:9]([O:11][C:12]([C:14]1[CH:19]=[CH:18][CH:17]=[C:16]([CH3:20])[N:15]=1)=[O:13])[CH3:10]. (5) The reactants are: ClC(Cl)C.[CH:5]([C:7]1[C:16]([CH3:17])=[C:15]2[C:10]([CH2:11][CH2:12][CH2:13][N:14]2[C:18]([O:20][C:21]([CH3:24])([CH3:23])[CH3:22])=[O:19])=[CH:9][CH:8]=1)=O.[NH2:25][C:26]1[CH:31]=[CH:30][C:29]([CH2:32][CH2:33][C:34]([O:36][CH2:37][CH3:38])=[O:35])=[C:28]([F:39])[CH:27]=1.C(O[BH-](OC(=O)C)OC(=O)C)(=O)C.[Na+]. Given the product [CH2:37]([O:36][C:34](=[O:35])[CH2:33][CH2:32][C:29]1[CH:30]=[CH:31][C:26]([NH:25][CH2:5][C:7]2[C:16]([CH3:17])=[C:15]3[C:10]([CH2:11][CH2:12][CH2:13][N:14]3[C:18]([O:20][C:21]([CH3:24])([CH3:23])[CH3:22])=[O:19])=[CH:9][CH:8]=2)=[CH:27][C:28]=1[F:39])[CH3:38], predict the reactants needed to synthesize it. (6) Given the product [C:28]([O:31][C:32](=[O:41])[C@H:33]([C:35]1[CH:40]=[CH:39][CH:38]=[CH:37][CH:36]=1)[OH:34])(=[O:30])[CH3:29].[NH2:1][C:2]1[N:7]=[CH:6][C:5]([C:8]([C:10]2[C:11]([F:27])=[C:12]([C@H:17]([NH:20][C@@H:21]([CH3:26])[CH2:22][C:23]([NH2:25])=[O:24])[CH2:18][CH3:19])[CH:13]=[CH:14][C:15]=2[Cl:16])=[O:9])=[CH:4][CH:3]=1, predict the reactants needed to synthesize it. The reactants are: [NH2:1][C:2]1[N:7]=[CH:6][C:5]([C:8]([C:10]2[C:11]([F:27])=[C:12]([C@H:17]([NH:20][CH:21]([CH3:26])[CH2:22][C:23]([NH2:25])=[O:24])[CH2:18][CH3:19])[CH:13]=[CH:14][C:15]=2[Cl:16])=[O:9])=[CH:4][CH:3]=1.[C:28]([O:31][C:32](=[O:41])[C@H:33]([C:35]1[CH:40]=[CH:39][CH:38]=[CH:37][CH:36]=1)[OH:34])(=[O:30])[CH3:29]. (7) The reactants are: [I:1][C:2]1[CH:3]=[C:4]([CH:8]=[CH:9][C:10]=1[OH:11])[C:5]([OH:7])=[O:6].S(=O)(=O)(O)O.Cl[CH2:18]Cl.C(=O)(O)[O-].[Na+]. Given the product [OH:11][C:10]1[CH:9]=[CH:8][C:4]([C:5]([O:7][CH3:18])=[O:6])=[CH:3][C:2]=1[I:1], predict the reactants needed to synthesize it. (8) Given the product [ClH:1].[Cl:1][C:2]1[CH:3]=[C:4]2[C:9](=[C:10]([Cl:12])[CH:11]=1)[CH2:8][N:7]([CH3:13])[CH2:6][CH:5]2[C:14]1[CH:19]=[CH:18][CH:17]=[CH:16][C:15]=1[NH:20][C:22]([NH:21][CH2:24][CH3:25])=[S:23], predict the reactants needed to synthesize it. The reactants are: [Cl:1][C:2]1[CH:3]=[C:4]2[C:9](=[C:10]([Cl:12])[CH:11]=1)[CH2:8][N:7]([CH3:13])[CH2:6][CH:5]2[C:14]1[CH:19]=[CH:18][CH:17]=[CH:16][C:15]=1[NH2:20].[N:21]([CH2:24][CH3:25])=[C:22]=[S:23]. (9) Given the product [Br:1][C:2]1[CH:3]=[N:4][C:5]2[N:6]([N:8]=[CH:9][C:10]=2[C:11]([N:44]2[CH2:43][CH2:42][N:41]([S:45]([C:48]3[CH:49]=[CH:50][C:51]([C:54]([F:57])([F:55])[F:56])=[CH:52][CH:53]=3)(=[O:46])=[O:47])[CH2:40][C@@H:39]2[CH3:38])=[O:13])[CH:7]=1, predict the reactants needed to synthesize it. The reactants are: [Br:1][C:2]1[CH:3]=[N:4][C:5]2[N:6]([N:8]=[CH:9][C:10]=2[C:11]([OH:13])=O)[CH:7]=1.CN(C(ON1N=NC2C=CC=NC1=2)=[N+](C)C)C.F[P-](F)(F)(F)(F)F.[CH3:38][C@@H:39]1[NH:44][CH2:43][CH2:42][N:41]([S:45]([C:48]2[CH:53]=[CH:52][C:51]([C:54]([F:57])([F:56])[F:55])=[CH:50][CH:49]=2)(=[O:47])=[O:46])[CH2:40]1.C(N(CC)C(C)C)(C)C.